The task is: Predict the reaction yield, written as a fraction of the theoretical maximum amount of product (1.0 means a 100% yield; for example, 0.34 means a 34% yield).. This data is from Reaction yield outcomes from USPTO patents with 853,638 reactions. (1) The reactants are C[O:2][C:3]1[CH:8]=[CH:7][C:6]([C:9]([CH3:15])([CH3:14])[C:10]([O:12]C)=[O:11])=[CH:5][C:4]=1[N+:16]([O-:18])=[O:17].B(Br)(Br)Br. The catalyst is C(Cl)Cl.O. The product is [OH:2][C:3]1[CH:8]=[CH:7][C:6]([C:9]([CH3:15])([CH3:14])[C:10]([OH:12])=[O:11])=[CH:5][C:4]=1[N+:16]([O-:18])=[O:17]. The yield is 0.540. (2) The reactants are [CH3:1][Si:2]([CH3:20])([CH3:19])[CH2:3][CH2:4][O:5][C:6](=[O:18])[NH:7][C:8]1[CH:13]=[C:12]([N+:14]([O-])=O)[CH:11]=[CH:10][C:9]=1[F:17]. The catalyst is CO.[Pd]. The product is [CH3:1][Si:2]([CH3:20])([CH3:19])[CH2:3][CH2:4][O:5][C:6](=[O:18])[NH:7][C:8]1[CH:13]=[C:12]([NH2:14])[CH:11]=[CH:10][C:9]=1[F:17]. The yield is 0.970. (3) The product is [C:17]1([C:15]2[N:16]=[C:10]3[CH:9]=[C:8]([NH2:7])[CH:13]=[CH:12][N:11]3[N:14]=2)[CH:18]=[CH:19][CH:20]=[CH:21][CH:22]=1. The catalyst is Cl. The yield is 0.959. The reactants are C(OC(=O)[NH:7][C:8]1[CH:13]=[CH:12][N:11]2[N:14]=[C:15]([C:17]3[CH:22]=[CH:21][CH:20]=[CH:19][CH:18]=3)[N:16]=[C:10]2[CH:9]=1)(C)(C)C.O.C(OCC)(=O)C. (4) The yield is 0.300. The reactants are Cl[CH:2]([C:18]1[CH:23]=[CH:22][CH:21]=[CH:20][CH:19]=1)[C:3]([C:5]1[C:13]2[C:8](=[CH:9][CH:10]=[CH:11][CH:12]=2)[N:7]([CH2:14][CH2:15][CH2:16][OH:17])[CH:6]=1)=[O:4].[CH3:24][O:25][C:26]1[CH:27]=[C:28]([CH:30]=[CH:31][CH:32]=1)[NH2:29]. The catalyst is C(#N)C. The product is [OH:17][CH2:16][CH2:15][CH2:14][N:7]1[C:8]2[C:13](=[CH:12][CH:11]=[CH:10][CH:9]=2)[C:5]([C:3](=[O:4])[CH:2]([NH:29][C:28]2[CH:30]=[CH:31][CH:32]=[C:26]([O:25][CH3:24])[CH:27]=2)[C:18]2[CH:23]=[CH:22][CH:21]=[CH:20][CH:19]=2)=[CH:6]1. (5) The reactants are Cl.[NH2:2][C:3]1[C:4]([C:15]([NH2:17])=[O:16])=[N:5][C:6]([CH:9]2[CH2:14][CH2:13][NH:12][CH2:11][CH2:10]2)=[N:7][CH:8]=1.[C:18]12([NH:23][C:24]([C:26]3[CH:31]=[C:30](Cl)[N:29]=[C:28]([Cl:33])[N:27]=3)=[O:25])[CH2:22][CH:20]([CH2:21]1)[CH2:19]2. The catalyst is CO. The product is [NH2:2][C:3]1[C:4]([C:15](=[O:16])[NH2:17])=[N:5][C:6]([CH:9]2[CH2:10][CH2:11][N:12]([C:30]3[N:29]=[C:28]([Cl:33])[N:27]=[C:26]([C:24]([NH:23][C:18]45[CH2:21][CH:20]([CH2:22]4)[CH2:19]5)=[O:25])[CH:31]=3)[CH2:13][CH2:14]2)=[N:7][CH:8]=1. The yield is 0.570. (6) The reactants are Br[C:2]1[N:6]2[N:7]=[C:8]([Cl:11])[CH:9]=[CH:10][C:5]2=[N:4][CH:3]=1.[C:12]([C:14]1[CH:15]=[C:16]([CH:19]=[CH:20][CH:21]=1)[C:17]#[N:18])#[CH:13]. No catalyst specified. The product is [Cl:11][C:8]1[CH:9]=[CH:10][C:5]2[N:6]([C:2]([C:13]#[C:12][C:14]3[CH:15]=[C:16]([CH:19]=[CH:20][CH:21]=3)[C:17]#[N:18])=[CH:3][N:4]=2)[N:7]=1. The yield is 0.710. (7) The reactants are [CH2:1]([O:3][C:4]([CH:6]1[C:15]([CH:16]=O)=[CH:14][C:13]2[C:8](=[CH:9][CH:10]=[CH:11][C:12]=2[Cl:18])[O:7]1)=[O:5])[CH3:2].[CH3:19][O:20][C:21](=[O:31])[C@@H:22]([NH2:30])[CH2:23][CH:24]1[CH2:29][CH2:28][CH2:27][CH2:26][CH2:25]1.CCN(C(C)C)C(C)C.C([BH3-])#N.[Na+].C(O)(=O)C. The catalyst is CO. The product is [CH2:1]([O:3][C:4]([CH:6]1[C:15]([CH2:16][NH:30][C@H:22]([C:21]([O:20][CH3:19])=[O:31])[CH2:23][CH:24]2[CH2:29][CH2:28][CH2:27][CH2:26][CH2:25]2)=[CH:14][C:13]2[C:8](=[CH:9][CH:10]=[CH:11][C:12]=2[Cl:18])[O:7]1)=[O:5])[CH3:2]. The yield is 0.357. (8) The reactants are [S:1]1[C:10]2[C:5](=[CH:6][N:7]=[C:8]([CH2:11][OH:12])[CH:9]=2)[O:4][CH2:3][CH2:2]1.[CH3:13][S:14](Cl)(=[O:16])=[O:15].C([O-])(O)=O.[Na+]. The catalyst is C(Cl)Cl. The product is [S:1]1[C:10]2[C:5](=[CH:6][N:7]=[C:8]([CH2:11][O:12][S:14]([CH3:13])(=[O:16])=[O:15])[CH:9]=2)[O:4][CH2:3][CH2:2]1. The yield is 0.980.